Task: Predict the product of the given reaction.. Dataset: Forward reaction prediction with 1.9M reactions from USPTO patents (1976-2016) (1) The product is: [Cl:17][C:18]1[CH:26]=[CH:25][C:21]([C:22]([NH:15][C@@H:5]([CH2:6][C:7]2[CH:12]=[CH:11][CH:10]=[C:9]([C:13]#[N:14])[CH:8]=2)[C:4]([OH:3])=[O:16])=[O:23])=[C:20]([NH:27][S:28]([C:31]2[C:32]3[N:33]=[CH:34][CH:35]=[N:36][C:37]=3[CH:38]=[CH:39][CH:40]=2)(=[O:29])=[O:30])[CH:19]=1. Given the reactants Cl.C[O:3][C:4](=[O:16])[C@@H:5]([NH2:15])[CH2:6][C:7]1[CH:12]=[CH:11][CH:10]=[C:9]([C:13]#[N:14])[CH:8]=1.[Cl:17][C:18]1[CH:26]=[CH:25][C:21]([C:22](O)=[O:23])=[C:20]([NH:27][S:28]([C:31]2[C:32]3[N:33]=[CH:34][CH:35]=[N:36][C:37]=3[CH:38]=[CH:39][CH:40]=2)(=[O:30])=[O:29])[CH:19]=1, predict the reaction product. (2) Given the reactants C(N(CC)CC)C.[Cl:8][C:9]1[CH:10]=[C:11]([CH2:16][C:17]([O:19][CH3:20])=[O:18])[CH:12]=[CH:13][C:14]=1[OH:15].[F:21][C:22]([F:35])([F:34])[S:23](O[S:23]([C:22]([F:35])([F:34])[F:21])(=[O:25])=[O:24])(=[O:25])=[O:24], predict the reaction product. The product is: [Cl:8][C:9]1[CH:10]=[C:11]([CH2:16][C:17]([O:19][CH3:20])=[O:18])[CH:12]=[CH:13][C:14]=1[O:15][S:23]([C:22]([F:35])([F:34])[F:21])(=[O:25])=[O:24]. (3) Given the reactants [NH:1]([CH2:5][CH2:6][OH:7])[CH2:2][CH2:3][OH:4].[CH2:8](Cl)[C:9]1[CH:14]=[CH:13][CH:12]=[CH:11][CH:10]=1.C([O-])([O-])=O.[K+].[K+], predict the reaction product. The product is: [CH2:8]([N:1]([CH2:5][CH2:6][OH:7])[CH2:2][CH2:3][OH:4])[C:9]1[CH:14]=[CH:13][CH:12]=[CH:11][CH:10]=1. (4) The product is: [C:6]([O:9][CH2:10][CH2:11][CH2:12][S:13][C:14]1[S:15][C:16]([CH:22]=[O:23])=[CH:17][CH:18]=1)(=[O:8])[CH3:7]. Given the reactants O=P(Cl)(Cl)Cl.[C:6]([O:9][CH2:10][CH2:11][CH2:12][S:13][C:14]1[S:15][CH:16]=[CH:17][CH:18]=1)(=[O:8])[CH3:7].CN([CH:22]=[O:23])C.C(=O)([O-])[O-].[Na+].[Na+], predict the reaction product. (5) Given the reactants [H-].[H-].[H-].[H-].[Li+].[Al+3].CON(C)[C:10](=[O:22])[CH:11]([CH3:21])[CH2:12][NH:13][C:14](=[O:20])[O:15][C:16]([CH3:19])([CH3:18])[CH3:17], predict the reaction product. The product is: [CH3:21][CH:11]([CH:10]=[O:22])[CH2:12][NH:13][C:14](=[O:20])[O:15][C:16]([CH3:17])([CH3:18])[CH3:19]. (6) Given the reactants [F:1][C:2]([F:15])([F:14])[CH2:3][O:4][C:5]1[N:10]=[CH:9][C:8]([C:11]([OH:13])=O)=[CH:7][CH:6]=1.[CH2:16]([O:18][C:19]1[CH:25]=[CH:24][C:22]([NH2:23])=[C:21]([N+:26]([O-:28])=[O:27])[CH:20]=1)[CH3:17], predict the reaction product. The product is: [F:14][C:2]([F:1])([F:15])[CH2:3][O:4][C:5]1[N:10]=[CH:9][C:8]([C:11]([NH:23][C:22]2[CH:24]=[CH:25][C:19]([O:18][CH2:16][CH3:17])=[CH:20][C:21]=2[N+:26]([O-:28])=[O:27])=[O:13])=[CH:7][CH:6]=1. (7) Given the reactants [CH:1]1([C:6]2[CH:13]=[CH:12][C:9]([CH:10]=[O:11])=[C:8]([OH:14])[CH:7]=2)[CH2:5][CH2:4][CH2:3][CH2:2]1.IC.[C:17](=O)([O-])[O-].[K+].[K+].Cl, predict the reaction product. The product is: [CH:1]1([C:6]2[CH:13]=[CH:12][C:9]([CH:10]=[O:11])=[C:8]([O:14][CH3:17])[CH:7]=2)[CH2:2][CH2:3][CH2:4][CH2:5]1. (8) Given the reactants [CH:1]1([CH2:6][CH:7]([N:24]2[C:29](=[O:30])[CH:28]=[C:27]([O:31][C:32]3[C:37]([F:38])=[CH:36][CH:35]=[CH:34][C:33]=3[F:39])[CH:26]=[N:25]2)[C:8]([NH:10][C:11]2[CH:16]=[N:15][C:14]([C@@H:17]3[CH2:21][O:20]C(C)(C)[O:18]3)=[CH:13][N:12]=2)=[O:9])[CH2:5][CH2:4][CH2:3][CH2:2]1.C1(C)C=CC(S(O)(=O)=O)=CC=1, predict the reaction product. The product is: [CH:1]1([CH2:6][CH:7]([N:24]2[C:29](=[O:30])[CH:28]=[C:27]([O:31][C:32]3[C:37]([F:38])=[CH:36][CH:35]=[CH:34][C:33]=3[F:39])[CH:26]=[N:25]2)[C:8]([NH:10][C:11]2[CH:16]=[N:15][C:14]([C@@H:17]([OH:18])[CH2:21][OH:20])=[CH:13][N:12]=2)=[O:9])[CH2:2][CH2:3][CH2:4][CH2:5]1. (9) Given the reactants [N:1]1[CH:6]=[CH:5][CH:4]=[CH:3][C:2]=1[S:7]([CH:10]([NH:22][CH2:23][C:24]1[CH:29]=[CH:28][C:27]([C:30]2[S:31][CH:32]=[CH:33][N:34]=2)=[CH:26][CH:25]=1)[C:11]1[N:16]=[C:15]([NH:17][CH2:18][C:19]([OH:21])=O)[CH:14]=[CH:13][CH:12]=1)(=[O:9])=[O:8].[CH2:35]([NH2:46])[CH2:36][CH2:37][CH2:38][CH2:39][CH2:40][CH2:41][CH2:42][CH2:43][CH2:44][CH3:45].Cl.C(N=C=NCCCN(C)C)C.C(N(CC)CC)C.P(F)([O-])([O-])=O.P(F)([O-])([O-])=O.P(F)([O-])([O-])=O.P(F)([O-])([O-])=O.P(F)([O-])([O-])=O.P(F)([O-])([O-])=O.N1C2C=CC=C(OC(N(C)C)=[N+](C)C)C=2N=N1.N1C2C=CC=C(OC(N(C)C)=[N+](C)C)C=2N=N1.N1C2C=CC=C(OC(N(C)C)=[N+](C)C)C=2N=N1.N1C2C=CC=C(OC(N(C)C)=[N+](C)C)C=2N=N1.N1C2C=CC=C(OC(N(C)C)=[N+](C)C)C=2N=N1.N1C2C=CC=C(OC(N(C)C)=[N+](C)C)C=2N=N1.N1C2C=CC=C(OC(N(C)C)=[N+](C)C)C=2N=N1.N1C2C=CC=C(OC(N(C)C)=[N+](C)C)C=2N=N1.N1C2C=CC=C(OC(N(C)C)=[N+](C)C)C=2N=N1.N1C2C=CC=C(OC(N(C)C)=[N+](C)C)C=2N=N1.N1C2C=CC=C(OC(N(C)C)=[N+](C)C)C=2N=N1.N1C2C=CC=C(OC(N(C)C)=[N+](C)C)C=2N=N1, predict the reaction product. The product is: [N:1]1[CH:6]=[CH:5][CH:4]=[CH:3][C:2]=1[S:7]([CH:10]([NH:22][CH2:23][C:24]1[CH:25]=[CH:26][C:27]([C:30]2[S:31][CH:32]=[CH:33][N:34]=2)=[CH:28][CH:29]=1)[C:11]1[N:16]=[C:15]([NH:17][CH2:18][C:19]([NH:46][CH2:35][CH2:36][CH2:37][CH2:38][CH2:39][CH2:40][CH2:41][CH2:42][CH2:43][CH2:44][CH3:45])=[O:21])[CH:14]=[CH:13][CH:12]=1)(=[O:8])=[O:9]. (10) Given the reactants [C:1]12([C:11]3[CH:30]=[CH:29][C:14]([O:15][CH2:16][C:17]4[O:18][C:19]5[CH:25]=[CH:24][C:23]([C:26]([OH:28])=O)=[CH:22][C:20]=5[N:21]=4)=[CH:13][CH:12]=3)[CH2:10][CH:5]3[CH2:6][CH:7]([CH2:9][CH:3]([CH2:4]3)[CH2:2]1)[CH2:8]2.[Cl-].[NH4+].C[N:34](C(ON1N=NC2C=CC=CC1=2)=[N+](C)C)C.F[P-](F)(F)(F)(F)F.CCN(C(C)C)C(C)C, predict the reaction product. The product is: [C:1]12([C:11]3[CH:12]=[CH:13][C:14]([O:15][CH2:16][C:17]4[O:18][C:19]5[CH:25]=[CH:24][C:23]([C:26]([NH2:34])=[O:28])=[CH:22][C:20]=5[N:21]=4)=[CH:29][CH:30]=3)[CH2:2][CH:3]3[CH2:4][CH:5]([CH2:6][CH:7]([CH2:9]3)[CH2:8]1)[CH2:10]2.